This data is from Full USPTO retrosynthesis dataset with 1.9M reactions from patents (1976-2016). The task is: Predict the reactants needed to synthesize the given product. (1) Given the product [OH:23][C@H:7]1[CH2:8][CH2:9][O:12][C@@H:11]([C:13]2[CH:14]=[C:15]([CH:20]=[CH:21][CH:22]=2)[C:16]([O:18][CH3:19])=[O:17])[CH2:6]1, predict the reactants needed to synthesize it. The reactants are: S(=O)(=O)(O)O.[CH2:6](O)[CH2:7][CH:8]=[CH2:9].[CH:11]([C:13]1[CH:14]=[C:15]([CH:20]=[CH:21][CH:22]=1)[C:16]([O:18][CH3:19])=[O:17])=[O:12].[OH-:23].[Na+]. (2) Given the product [N:5]1[CH:6]=[CH:7][C:2]([NH:1][C:20]([N:22]2[CH2:23][CH:24]([O:26][C:27]3[CH:32]=[CH:31][C:30]([I:33])=[CH:29][N:28]=3)[CH2:25]2)=[O:19])=[N:3][CH:4]=1, predict the reactants needed to synthesize it. The reactants are: [NH2:1][C:2]1[CH:7]=[CH:6][N:5]=[CH:4][N:3]=1.[H-].[Na+].[N+](C1C=CC([O:19][C:20]([N:22]2[CH2:25][CH:24]([O:26][C:27]3[CH:32]=[CH:31][C:30]([I:33])=[CH:29][N:28]=3)[CH2:23]2)=O)=CC=1)([O-])=O. (3) Given the product [CH2:1]([O:3][C:4]([C:6]1[O:7][C:8]2[CH:15]=[C:14]([O:16][CH:24]3[CH2:25][CH2:26][N:21]([CH:18]([CH3:20])[CH3:19])[CH2:22][CH2:23]3)[C:13]([Cl:17])=[CH:12][C:9]=2[C:10]=1[CH3:11])=[O:5])[CH3:2], predict the reactants needed to synthesize it. The reactants are: [CH2:1]([O:3][C:4]([C:6]1[O:7][C:8]2[CH:15]=[C:14]([OH:16])[C:13]([Cl:17])=[CH:12][C:9]=2[C:10]=1[CH3:11])=[O:5])[CH3:2].[CH:18]([N:21]1[CH2:26][CH2:25][CH:24](O)[CH2:23][CH2:22]1)([CH3:20])[CH3:19].C1(P(C2C=CC=CC=2)C2C=CC=CC=2)C=CC=CC=1.CC(OC(/N=N/C(OC(C)C)=O)=O)C. (4) The reactants are: BrC1C=C2C(=CC=1)C=C([C:12]1[CH:24]=[CH:23][C:22]3[C:21]4[C:16](=[CH:17][CH:18]=[CH:19][CH:20]=4)[C:15]([CH3:26])([CH3:25])[C:14]=3[CH:13]=1)C=C2.[CH2:27]([Li])[CH2:28][CH2:29][CH3:30].[B:32](OC(C)C)([O:37]C(C)C)[O:33]C(C)C.Cl.[CH3:46][CH2:47][CH2:48][CH2:49][CH2:50][CH3:51]. Given the product [CH3:26][C:15]1([CH3:25])[C:14]2[CH:13]=[C:12]([C:28]3[CH:29]=[C:30]4[C:50](=[CH:51][CH:27]=3)[CH:49]=[C:48]([B:32]([OH:37])[OH:33])[CH:47]=[CH:46]4)[CH:24]=[CH:23][C:22]=2[C:21]2[C:16]1=[CH:17][CH:18]=[CH:19][CH:20]=2, predict the reactants needed to synthesize it. (5) Given the product [NH2:1][C:2]1[C:3]([CH3:32])=[C:4]([C:8]2[N:9]=[C:10]([NH:17][C:18]3[CH:19]=[CH:20][C:21]([CH2:24][N:26]4[CH2:27][CH2:28][O:29][CH2:30][CH2:31]4)=[CH:22][CH:23]=3)[C:11]3[N:12]([CH:14]=[CH:15][N:16]=3)[CH:13]=2)[CH:5]=[CH:6][CH:7]=1, predict the reactants needed to synthesize it. The reactants are: [NH2:1][C:2]1[C:3]([CH3:32])=[C:4]([C:8]2[N:9]=[C:10]([NH:17][C:18]3[CH:23]=[CH:22][C:21]([C:24]([N:26]4[CH2:31][CH2:30][O:29][CH2:28][CH2:27]4)=O)=[CH:20][CH:19]=3)[C:11]3[N:12]([CH:14]=[CH:15][N:16]=3)[CH:13]=2)[CH:5]=[CH:6][CH:7]=1.[H-].[Al+3].[Li+].[H-].[H-].[H-]. (6) The reactants are: [CH3:1][C:2]([CH3:13])([C:4](=[O:12])[CH2:5][C:6](=[O:11])[C:7]([CH3:10])([CH3:9])[CH3:8])[CH3:3].[Cl-].[Cl-].[Cl-].[Cl-].[Zr+4:18].O.[OH-].[Na+]. Given the product [CH3:1][C:2]([CH3:13])([CH3:3])/[C:4](/[OH:12])=[CH:5]/[C:6]([C:7]([CH3:10])([CH3:9])[CH3:8])=[O:11].[CH3:1][C:2]([CH3:13])([CH3:3])/[C:4](/[OH:12])=[CH:5]/[C:6]([C:7]([CH3:10])([CH3:9])[CH3:8])=[O:11].[CH3:1][C:2]([CH3:13])([CH3:3])/[C:4](/[OH:12])=[CH:5]/[C:6]([C:7]([CH3:10])([CH3:9])[CH3:8])=[O:11].[CH3:1][C:2]([CH3:13])([CH3:3])/[C:4](/[OH:12])=[CH:5]/[C:6]([C:7]([CH3:10])([CH3:9])[CH3:8])=[O:11].[Zr:18], predict the reactants needed to synthesize it. (7) Given the product [C:1]([O:4][C@@H:5]1[C@H:9]([O:10][C:11](=[O:13])[CH3:12])[C@@H:8]([CH2:14][O:15][C:16](=[O:18])[CH3:17])[O:7][C@H:6]1[N:19]1[C:30]2[N:29]=[C:26]([NH:27][CH3:28])[N:25]=[C:23]([O:24][C:38](=[O:39])[N:37]([C:41]3[CH:42]=[CH:43][CH:44]=[CH:45][CH:46]=3)[C:31]3[CH:36]=[CH:35][CH:34]=[CH:33][CH:32]=3)[C:22]=2[N:21]=[CH:20]1)(=[O:3])[CH3:2], predict the reactants needed to synthesize it. The reactants are: [C:1]([O:4][C@@H:5]1[C@H:9]([O:10][C:11](=[O:13])[CH3:12])[C@@H:8]([CH2:14][O:15][C:16](=[O:18])[CH3:17])[O:7][C@H:6]1[N:19]1[C:30]2[N:29]=[C:26]([NH:27][CH3:28])[NH:25][C:23](=[O:24])[C:22]=2[N:21]=[CH:20]1)(=[O:3])[CH3:2].[C:31]1([N:37]([C:41]2[CH:46]=[CH:45][CH:44]=[CH:43][CH:42]=2)[C:38](Cl)=[O:39])[CH:36]=[CH:35][CH:34]=[CH:33][CH:32]=1.C(N(C(C)C)CC)(C)C. (8) The reactants are: [NH:1]1[C:5](=[O:6])[CH2:4][CH:3]2[CH2:7][CH:8]3[C:13]([CH:2]12)=[CH:12][CH2:11][CH2:10][CH2:9]3.OS(C(F)(F)F)(=O)=O. Given the product [NH:1]1[C:5](=[O:6])[CH2:4][CH:3]2[CH2:7][C:8]3[CH2:9][CH2:10][CH2:11][CH2:12][C:13]=3[CH:2]12, predict the reactants needed to synthesize it. (9) Given the product [F:19][C:12]1[CH:11]=[C:10]([C:7]2[CH:8]=[CH:9][C:4]([CH2:1][CH2:2][CH3:3])=[CH:5][CH:6]=2)[CH:15]=[CH:14][C:13]=1[C:21]1[S:25][C:24]([CH:26]=[O:27])=[CH:23][CH:22]=1, predict the reactants needed to synthesize it. The reactants are: [CH2:1]([C:4]1[CH:9]=[CH:8][C:7]([C:10]2[CH:15]=[CH:14][C:13](B(O)O)=[C:12]([F:19])[CH:11]=2)=[CH:6][CH:5]=1)[CH2:2][CH3:3].Br[C:21]1[S:25][C:24]([CH:26]=[O:27])=[CH:23][CH:22]=1. (10) Given the product [CH:1]1([N:4]([CH3:24])[C:5]2[C:6]3[C:19]4[CH2:20][CH2:21][CH2:22][CH2:23][C:18]=4[S:17][C:7]=3[N:8]=[C:9]([CH2:11][C:12]([OH:14])=[O:13])[N:10]=2)[CH2:3][CH2:2]1, predict the reactants needed to synthesize it. The reactants are: [CH:1]1([N:4]([CH3:24])[C:5]2[C:6]3[C:19]4[CH2:20][CH2:21][CH2:22][CH2:23][C:18]=4[S:17][C:7]=3[N:8]=[C:9]([CH2:11][C:12]([O:14]CC)=[O:13])[N:10]=2)[CH2:3][CH2:2]1.O.[OH-].[Li+].Cl.